From a dataset of TCR-epitope binding with 47,182 pairs between 192 epitopes and 23,139 TCRs. Binary Classification. Given a T-cell receptor sequence (or CDR3 region) and an epitope sequence, predict whether binding occurs between them. The epitope is FLNGSCGSV. The TCR CDR3 sequence is CASSAGNGSYEQYF. Result: 0 (the TCR does not bind to the epitope).